Dataset: Forward reaction prediction with 1.9M reactions from USPTO patents (1976-2016). Task: Predict the product of the given reaction. Given the reactants [CH3:1][C:2]1[C:6]([CH2:7][N:8]2[CH:12]=[C:11]([N:13]3[C:17](=[O:18])[CH2:16][NH:15][C:14]3=[O:19])[CH:10]=[N:9]2)=[C:5]([CH3:20])[O:4][N:3]=1.[C:21](=O)([O-])[O-].[Cs+].[Cs+].IC.O, predict the reaction product. The product is: [CH3:1][C:2]1[C:6]([CH2:7][N:8]2[CH:12]=[C:11]([N:13]3[C:17](=[O:18])[CH2:16][N:15]([CH3:21])[C:14]3=[O:19])[CH:10]=[N:9]2)=[C:5]([CH3:20])[O:4][N:3]=1.